Dataset: Forward reaction prediction with 1.9M reactions from USPTO patents (1976-2016). Task: Predict the product of the given reaction. (1) Given the reactants Br[C:2]1[CH:7]=[CH:6][C:5]([C:8]2[O:12][N:11]=[C:10]([CH3:13])[C:9]=2[CH2:14][C:15]([F:25])([F:24])[CH2:16][CH2:17][C:18]2[CH:23]=[CH:22][CH:21]=[CH:20][CH:19]=2)=[CH:4][CH:3]=1.[CH2:26]([O:28][C:29]([C@@H:31]1[CH2:33][C@@H:32]1[C:34]1[CH:39]=[CH:38][C:37](B2OC(C)(C)C(C)(C)O2)=[CH:36][CH:35]=1)=[O:30])[CH3:27], predict the reaction product. The product is: [CH2:26]([O:28][C:29]([C@@H:31]1[CH2:33][C@@H:32]1[C:34]1[CH:39]=[CH:38][C:37]([C:2]2[CH:7]=[CH:6][C:5]([C:8]3[O:12][N:11]=[C:10]([CH3:13])[C:9]=3[CH2:14][C:15]([F:25])([F:24])[CH2:16][CH2:17][C:18]3[CH:23]=[CH:22][CH:21]=[CH:20][CH:19]=3)=[CH:4][CH:3]=2)=[CH:36][CH:35]=1)=[O:30])[CH3:27]. (2) Given the reactants [NH2:1][C:2]1[CH:3]=[C:4]([CH:11]=[CH:12][CH:13]=1)[O:5][CH2:6][CH2:7][CH2:8][NH:9][CH3:10].[O:14]=[C:15]([OH:27])[C@@H:16]([C@H:18]([C@H:20]([C@@H:22]([C:24]([OH:26])=[O:25])[OH:23])[OH:21])[OH:19])[OH:17].O, predict the reaction product. The product is: [O:14]=[C:15]([OH:27])[C@@H:16]([C@H:18]([C@H:20]([C@@H:22]([C:24]([OH:26])=[O:25])[OH:23])[OH:21])[OH:19])[OH:17].[NH2:1][C:2]1[CH:3]=[C:4]([CH:11]=[CH:12][CH:13]=1)[O:5][CH2:6][CH2:7][CH2:8][NH:9][CH3:10].[NH2:1][C:2]1[CH:3]=[C:4]([CH:11]=[CH:12][CH:13]=1)[O:5][CH2:6][CH2:7][CH2:8][NH:9][CH3:10]. (3) Given the reactants [CH:1]1([NH:8][C:9]2[N:14]=[C:13]([NH:15][C:16]3[CH:21]=[CH:20][C:19]([O:22][CH3:23])=[C:18]([F:24])[CH:17]=3)[N:12]=[C:11]([N:25]([CH3:33])[CH:26]3[CH2:31][CH2:30][N:29]([CH3:32])[CH2:28][CH2:27]3)[N:10]=2)[CH2:7][CH2:6][CH2:5][CH2:4][CH2:3][CH2:2]1.[C:34]([OH:46])(=[O:45])[CH2:35][C:36]([CH2:41][C:42]([OH:44])=[O:43])([C:38]([OH:40])=[O:39])[OH:37], predict the reaction product. The product is: [C:34]([OH:46])(=[O:45])[CH2:35][C:36]([CH2:41][C:42]([OH:44])=[O:43])([C:38]([OH:40])=[O:39])[OH:37].[CH:1]1([NH:8][C:9]2[N:14]=[C:13]([NH:15][C:16]3[CH:21]=[CH:20][C:19]([O:22][CH3:23])=[C:18]([F:24])[CH:17]=3)[N:12]=[C:11]([N:25]([CH3:33])[CH:26]3[CH2:27][CH2:28][N:29]([CH3:32])[CH2:30][CH2:31]3)[N:10]=2)[CH2:2][CH2:3][CH2:4][CH2:5][CH2:6][CH2:7]1. (4) Given the reactants Cl.[O:2]1[CH:6]=[CH:5][N:4]=[C:3]1[C:7](=[O:17])[CH2:8][CH2:9][CH2:10][CH:11]1[CH2:16][CH2:15][NH:14][CH2:13][CH2:12]1.CCN(CC)CC.[C:25]1([CH3:35])[CH:30]=[CH:29][C:28]([S:31](Cl)(=[O:33])=[O:32])=[CH:27][CH:26]=1, predict the reaction product. The product is: [O:2]1[CH:6]=[CH:5][N:4]=[C:3]1[C:7](=[O:17])[CH2:8][CH2:9][CH2:10][CH:11]1[CH2:16][CH2:15][N:14]([S:31]([C:28]2[CH:29]=[CH:30][C:25]([CH3:35])=[CH:26][CH:27]=2)(=[O:33])=[O:32])[CH2:13][CH2:12]1.